Dataset: NCI-60 drug combinations with 297,098 pairs across 59 cell lines. Task: Regression. Given two drug SMILES strings and cell line genomic features, predict the synergy score measuring deviation from expected non-interaction effect. (1) Drug 1: CC1=C(C(=CC=C1)Cl)NC(=O)C2=CN=C(S2)NC3=CC(=NC(=N3)C)N4CCN(CC4)CCO. Drug 2: CC1=C(C(=O)C2=C(C1=O)N3CC4C(C3(C2COC(=O)N)OC)N4)N. Cell line: MDA-MB-231. Synergy scores: CSS=18.9, Synergy_ZIP=-4.50, Synergy_Bliss=-1.60, Synergy_Loewe=-1.69, Synergy_HSA=2.25. (2) Drug 1: C1=CC(=CC=C1CCC2=CNC3=C2C(=O)NC(=N3)N)C(=O)NC(CCC(=O)O)C(=O)O. Drug 2: C1=CC=C(C=C1)NC(=O)CCCCCCC(=O)NO. Cell line: ACHN. Synergy scores: CSS=32.3, Synergy_ZIP=0.540, Synergy_Bliss=2.40, Synergy_Loewe=2.43, Synergy_HSA=5.54. (3) Drug 1: CN1CCC(CC1)COC2=C(C=C3C(=C2)N=CN=C3NC4=C(C=C(C=C4)Br)F)OC. Drug 2: CC1=C(C(=O)C2=C(C1=O)N3CC4C(C3(C2COC(=O)N)OC)N4)N. Cell line: HCC-2998. Synergy scores: CSS=23.9, Synergy_ZIP=0.908, Synergy_Bliss=0.220, Synergy_Loewe=-9.98, Synergy_HSA=2.23. (4) Drug 1: C1=CC(=CC=C1C#N)C(C2=CC=C(C=C2)C#N)N3C=NC=N3. Drug 2: C1C(C(OC1N2C=C(C(=O)NC2=O)F)CO)O. Cell line: OVCAR3. Synergy scores: CSS=12.5, Synergy_ZIP=-2.94, Synergy_Bliss=-7.28, Synergy_Loewe=-2.01, Synergy_HSA=-4.96. (5) Drug 1: C1CC(C1)(C(=O)O)C(=O)O.[NH2-].[NH2-].[Pt+2]. Drug 2: CC12CCC3C(C1CCC2O)C(CC4=C3C=CC(=C4)O)CCCCCCCCCS(=O)CCCC(C(F)(F)F)(F)F. Cell line: OVCAR-8. Synergy scores: CSS=1.91, Synergy_ZIP=6.56, Synergy_Bliss=2.40, Synergy_Loewe=-3.15, Synergy_HSA=-3.29. (6) Drug 1: CN1CCC(CC1)COC2=C(C=C3C(=C2)N=CN=C3NC4=C(C=C(C=C4)Br)F)OC. Drug 2: CC1=C(C=C(C=C1)C(=O)NC2=CC(=CC(=C2)C(F)(F)F)N3C=C(N=C3)C)NC4=NC=CC(=N4)C5=CN=CC=C5. Cell line: NCI-H522. Synergy scores: CSS=18.8, Synergy_ZIP=-5.55, Synergy_Bliss=2.04, Synergy_Loewe=-9.03, Synergy_HSA=-0.802. (7) Drug 2: C1CN1C2=NC(=NC(=N2)N3CC3)N4CC4. Synergy scores: CSS=16.6, Synergy_ZIP=-5.28, Synergy_Bliss=-3.04, Synergy_Loewe=-10.4, Synergy_HSA=-4.13. Drug 1: CC1=C(C=C(C=C1)NC(=O)C2=CC=C(C=C2)CN3CCN(CC3)C)NC4=NC=CC(=N4)C5=CN=CC=C5. Cell line: T-47D. (8) Drug 1: CC1=C(C=C(C=C1)NC(=O)C2=CC=C(C=C2)CN3CCN(CC3)C)NC4=NC=CC(=N4)C5=CN=CC=C5. Drug 2: CCN(CC)CCCC(C)NC1=C2C=C(C=CC2=NC3=C1C=CC(=C3)Cl)OC. Cell line: SK-MEL-2. Synergy scores: CSS=22.2, Synergy_ZIP=7.07, Synergy_Bliss=12.7, Synergy_Loewe=-0.252, Synergy_HSA=7.61. (9) Drug 1: CNC(=O)C1=NC=CC(=C1)OC2=CC=C(C=C2)NC(=O)NC3=CC(=C(C=C3)Cl)C(F)(F)F. Drug 2: C(CN)CNCCSP(=O)(O)O. Cell line: RXF 393. Synergy scores: CSS=-2.62, Synergy_ZIP=-0.465, Synergy_Bliss=-2.10, Synergy_Loewe=-4.82, Synergy_HSA=-3.03.